From a dataset of Full USPTO retrosynthesis dataset with 1.9M reactions from patents (1976-2016). Predict the reactants needed to synthesize the given product. (1) Given the product [C:1]([O:5][C:6]([NH:8][C:9]1([CH2:13]/[CH:14]=[CH:26]/[C:27]([OH:29])=[O:28])[CH2:10][CH2:11][CH2:12]1)=[O:7])([CH3:2])([CH3:3])[CH3:4], predict the reactants needed to synthesize it. The reactants are: [C:1]([O:5][C:6]([NH:8][C:9]1([CH2:13][C:14](O)=O)[CH2:12][CH2:11][CH2:10]1)=[O:7])([CH3:4])([CH3:3])[CH3:2].C(OC(NC(C)(C)[CH2:26][C:27]([OH:29])=[O:28])=O)(C)(C)C. (2) Given the product [Cl:18][CH2:19][CH2:20][CH2:21][N:4]1[C:5]2[CH:10]=[CH:9][CH:8]=[CH:7][C:6]=2[S:1][CH2:2][C:3]1=[O:11], predict the reactants needed to synthesize it. The reactants are: [S:1]1[C:6]2[CH:7]=[CH:8][CH:9]=[CH:10][C:5]=2[NH:4][C:3](=[O:11])[CH2:2]1.C([O-])([O-])=O.[Cs+].[Cs+].[Cl:18][CH2:19][CH2:20][CH2:21]I.CCCCCCC. (3) Given the product [CH3:1][C:2]1([CH3:29])[O:6][C:5](=[O:7])[N:4]([C:8]2[CH:13]=[CH:12][C:11]([C:31]3[C:32](=[O:41])[NH:33][C:34]4[C:39]([CH:40]=3)=[CH:38][CH:37]=[N:36][CH:35]=4)=[CH:10][CH:9]=2)[C@H:3]1[C:23]1[CH:28]=[CH:27][CH:26]=[CH:25][CH:24]=1, predict the reactants needed to synthesize it. The reactants are: [CH3:1][C:2]1([CH3:29])[O:6][C:5](=[O:7])[N:4]([C:8]2[CH:13]=[CH:12][C:11](B3OC(C)(C)C(C)(C)O3)=[CH:10][CH:9]=2)[C@H:3]1[C:23]1[CH:28]=[CH:27][CH:26]=[CH:25][CH:24]=1.Br[C:31]1[C:32](=[O:41])[NH:33][C:34]2[C:39]([CH:40]=1)=[CH:38][CH:37]=[N:36][CH:35]=2.C(=O)([O-])[O-].[Na+].[Na+].O1CCOCC1. (4) The reactants are: [CH2:1]([C:3]1[NH:4][C:5](=[O:27])[C:6]([CH2:12][C:13]2[CH:18]=[CH:17][C:16]([C:19]3[C:20]([C:25]#[N:26])=[CH:21][CH:22]=[CH:23][CH:24]=3)=[CH:15][CH:14]=2)=[C:7]([CH2:9][CH2:10][CH3:11])[N:8]=1)[CH3:2].[CH3:28][O:29][C:30]1[CH:35]=[CH:34][C:33](B(O)O)=[CH:32][CH:31]=1.N1C=CC=CC=1.C(N(CC)CC)C. Given the product [CH2:1]([C:3]1[N:4]([C:33]2[CH:34]=[CH:35][C:30]([O:29][CH3:28])=[CH:31][CH:32]=2)[C:5](=[O:27])[C:6]([CH2:12][C:13]2[CH:18]=[CH:17][C:16]([C:19]3[C:20]([C:25]#[N:26])=[CH:21][CH:22]=[CH:23][CH:24]=3)=[CH:15][CH:14]=2)=[C:7]([CH2:9][CH2:10][CH3:11])[N:8]=1)[CH3:2], predict the reactants needed to synthesize it. (5) Given the product [CH:32]1([CH2:31][O:30][C:22]2[CH:23]=[C:24]([O:28][CH3:29])[C:25]([F:27])=[CH:26][C:21]=2[C:20]2[C:15]3[NH:14][C:13]([CH3:35])=[C:12]([C:10]([NH:9][C@H:6]4[CH2:7][CH2:8][C@H:3]([NH:2][C:36](=[O:39])[CH2:37][CH3:38])[CH2:4][CH2:5]4)=[O:11])[C:16]=3[N:17]=[CH:18][N:19]=2)[CH2:34][CH2:33]1, predict the reactants needed to synthesize it. The reactants are: Cl.[NH2:2][C@H:3]1[CH2:8][CH2:7][C@H:6]([NH:9][C:10]([C:12]2[C:16]3[N:17]=[CH:18][N:19]=[C:20]([C:21]4[CH:26]=[C:25]([F:27])[C:24]([O:28][CH3:29])=[CH:23][C:22]=4[O:30][CH2:31][CH:32]4[CH2:34][CH2:33]4)[C:15]=3[NH:14][C:13]=2[CH3:35])=[O:11])[CH2:5][CH2:4]1.[C:36](Cl)(=[O:39])[CH2:37][CH3:38]. (6) Given the product [CH:11]1([NH:16][C:42]([C@@H:40]2[CH2:41][C@H:39]2[C:36]2[CH:37]=[CH:38][C:33]([NH:32][CH2:31][C:30]3[S:29][C:28]([C:45]4[CH:50]=[CH:49][C:48]([C:51]([F:52])([F:54])[F:53])=[CH:47][CH:46]=4)=[N:27][C:26]=3[CH3:25])=[CH:34][CH:35]=2)=[O:43])[CH2:12][CH2:13][CH2:14]1, predict the reactants needed to synthesize it. The reactants are: CN(C(ON1N=[N:16][C:11]2[CH:12]=[CH:13][CH:14]=NC1=2)=[N+](C)C)C.F[P-](F)(F)(F)(F)F.[CH3:25][C:26]1[N:27]=[C:28]([C:45]2[CH:50]=[CH:49][C:48]([C:51]([F:54])([F:53])[F:52])=[CH:47][CH:46]=2)[S:29][C:30]=1[CH2:31][NH:32][C:33]1[CH:38]=[CH:37][C:36]([C@@H:39]2[CH2:41][C@H:40]2[C:42](O)=[O:43])=[CH:35][CH:34]=1.C1(N)CCC1.C([O-])(O)=O.[Na+].